This data is from Reaction yield outcomes from USPTO patents with 853,638 reactions. The task is: Predict the reaction yield, written as a fraction of the theoretical maximum amount of product (1.0 means a 100% yield; for example, 0.34 means a 34% yield). (1) The reactants are CCN(C(C)C)C(C)C.[OH:10][C:11]1[CH:12]=[CH:13][CH:14]=[C:15]2[C:20]=1[O:19][C:18](=[O:21])[C:17]([C:22]([OH:24])=O)=[CH:16]2.CN(C(ON1N=NC2C=CC=NC1=2)=[N+](C)C)C.F[P-](F)(F)(F)(F)F.[N:49]1[CH:54]=[CH:53][CH:52]=[C:51]([C:55]2[CH:56]=[C:57]([CH:59]=[CH:60][CH:61]=2)[NH2:58])[CH:50]=1. The catalyst is CN(C=O)C. The product is [N:49]1[CH:54]=[CH:53][CH:52]=[C:51]([C:55]2[CH:56]=[C:57]([NH:58][C:22]([C:17]3[C:18](=[O:21])[O:19][C:20]4[C:15]([CH:16]=3)=[CH:14][CH:13]=[CH:12][C:11]=4[OH:10])=[O:24])[CH:59]=[CH:60][CH:61]=2)[CH:50]=1. The yield is 0.320. (2) The reactants are [C:1](=[O:4])([O-])O.[Na+].[CH:6]([O:9][C:10](=[O:12])[CH3:11])(C)C.[F:13][C:14]([F:23])([F:22])[C:15]1[CH:16]=[C:17]([CH:19]=[CH:20][CH:21]=1)[NH2:18].CC(C(Cl)=O)C(Cl)=O. No catalyst specified. The product is [O:4]=[C:1]([NH:18][C:17]1[CH:19]=[CH:20][CH:21]=[C:15]([C:14]([F:13])([F:22])[F:23])[CH:16]=1)[CH2:11][C:10]([O:9][CH3:6])=[O:12]. The yield is 0.910. (3) The reactants are Br[C:2]1[CH:12]=[CH:11][C:5]([O:6][CH:7]2[CH2:10][O:9][CH2:8]2)=[CH:4][CH:3]=1.[CH3:13][C:14]1([CH3:28])[CH2:19][O:18][B:17]([B:17]2[O:18][CH2:19][C:14]([CH3:28])([CH3:13])[CH2:15][O:16]2)[O:16][CH2:15]1.CC([O-])=O.[K+].C(OCC)(=O)C. The catalyst is O1CCOCC1.C1C=CC(P(C2C=CC=CC=2)[C-]2C=CC=C2)=CC=1.C1C=CC(P(C2C=CC=CC=2)[C-]2C=CC=C2)=CC=1.Cl[Pd]Cl.[Fe+2]. The product is [CH3:13][C:14]1([CH3:28])[CH2:19][O:18][B:17]([C:2]2[CH:12]=[CH:11][C:5]([O:6][CH:7]3[CH2:10][O:9][CH2:8]3)=[CH:4][CH:3]=2)[O:16][CH2:15]1. The yield is 0.300. (4) The reactants are [CH3:1][O:2][C:3]([NH:5][N:6]=[C:7]([CH3:9])[CH3:8])=[O:4].C(O)(=O)C. The catalyst is C(O)C. The product is [CH3:1][O:2][C:3]([NH:5][NH:6][CH:7]([CH3:9])[CH3:8])=[O:4]. The yield is 0.770. (5) The reactants are F.F.F.C(N(CC)CC)C.C(N(CC)CC)C.[Si]([O:35][CH2:36][C@H:37]1[O:41][C@@H:40]([N:42]2[CH:49]=[C:48]([CH3:50])[C:46](=[O:47])[NH:45][C:43]2=[O:44])[C@H:39]([O:51][CH2:52][CH2:53][O:54][N:55]([CH3:57])[CH3:56])[C@@H:38]1[OH:58])(C(C)(C)C)(C1C=CC=CC=1)C1C=CC=CC=1.CO. The catalyst is C1COCC1.C(Cl)Cl. The product is [CH3:56][N:55]([CH3:57])[O:54][CH2:53][CH2:52][O:51][C@@H:39]1[C@H:38]([OH:58])[C@@H:37]([CH2:36][OH:35])[O:41][C@H:40]1[N:42]1[CH:49]=[C:48]([CH3:50])[C:46](=[O:47])[NH:45][C:43]1=[O:44]. The yield is 0.925. (6) The reactants are [F:1][C:2]1[CH:7]=[CH:6][C:5]([C:8]2[C:9]([C:21]3[CH:26]=[CH:25][CH:24]=[CH:23][CH:22]=3)=[C:10]([C:18]([NH2:20])=[O:19])[N:11]([CH:15]([CH3:17])[CH3:16])[C:12]=2[CH2:13]O)=[CH:4][CH:3]=1.[BrH:27].[C:28]1([P:34]([C:41]2[CH:46]=[CH:45][CH:44]=[CH:43][CH:42]=2)[C:35]2[CH:40]=[CH:39][CH:38]=[CH:37][CH:36]=2)[CH:33]=[CH:32][CH:31]=[CH:30][CH:29]=1. The catalyst is C(Cl)Cl. The product is [Br-:27].[C:18]([C:10]1[N:11]([CH:15]([CH3:16])[CH3:17])[C:12]([CH2:13][P+:34]([C:28]2[CH:29]=[CH:30][CH:31]=[CH:32][CH:33]=2)([C:35]2[CH:40]=[CH:39][CH:38]=[CH:37][CH:36]=2)[C:41]2[CH:42]=[CH:43][CH:44]=[CH:45][CH:46]=2)=[C:8]([C:5]2[CH:6]=[CH:7][C:2]([F:1])=[CH:3][CH:4]=2)[C:9]=1[C:21]1[CH:26]=[CH:25][CH:24]=[CH:23][CH:22]=1)(=[O:19])[NH2:20]. The yield is 1.00.